From a dataset of Full USPTO retrosynthesis dataset with 1.9M reactions from patents (1976-2016). Predict the reactants needed to synthesize the given product. (1) Given the product [CH2:25]([O:32][C:33]1[CH:34]=[CH:35][C:36]([CH:44]([O:47][Si:48]([C:51]([CH3:52])([CH3:54])[CH3:53])([CH3:50])[CH3:49])[CH2:45][NH:24][C:2]([CH3:1])([CH3:23])[CH2:3][C:4]2[CH:9]=[CH:8][CH:7]=[C:6]([O:10][CH2:11][CH2:12][C:13]34[CH2:22][CH:17]5[CH2:16][CH:15]([CH2:21][CH:19]([CH2:18]5)[CH2:20]3)[CH2:14]4)[CH:5]=2)=[C:37]2[C:42]=1[NH:41][C:40](=[O:43])[CH:39]=[CH:38]2)[C:26]1[CH:27]=[CH:28][CH:29]=[CH:30][CH:31]=1, predict the reactants needed to synthesize it. The reactants are: [CH3:1][C:2]([NH2:24])([CH3:23])[CH2:3][C:4]1[CH:9]=[CH:8][CH:7]=[C:6]([O:10][CH2:11][CH2:12][C:13]23[CH2:22][CH:17]4[CH2:18][CH:19]([CH2:21][CH:15]([CH2:16]4)[CH2:14]2)[CH2:20]3)[CH:5]=1.[CH2:25]([O:32][C:33]1[CH:34]=[CH:35][C:36]([C@@H:44]([O:47][Si:48]([C:51]([CH3:54])([CH3:53])[CH3:52])([CH3:50])[CH3:49])[CH2:45]Br)=[C:37]2[C:42]=1[NH:41][C:40](=[O:43])[CH:39]=[CH:38]2)[C:26]1[CH:31]=[CH:30][CH:29]=[CH:28][CH:27]=1.[I-].[Na+].C(=O)([O-])O.[Na+]. (2) Given the product [Cl:1][C:2]1[C:7]([Cl:8])=[CH:6][C:5]2[C:4](=[CH:11][C:18]3[C:13](=[O:20])[C:14]4[C:15]([C:16](=[O:19])[C:17]=3[CH:9]=2)=[CH:11][C:4]2[C:5](=[CH:6][C:7]([Cl:8])=[C:2]([Cl:1])[CH:3]=2)[CH:9]=4)[CH:3]=1, predict the reactants needed to synthesize it. The reactants are: [Cl:1][C:2]1[CH:3]=[C:4]([CH:11]=O)[C:5]([CH:9]=O)=[CH:6][C:7]=1[Cl:8].[C:13]1(=[O:20])[CH2:18][CH2:17][C:16](=[O:19])[CH2:15][CH2:14]1.[OH-].[K+]. (3) Given the product [C:1]([O:5][C:6]([N:8]1[CH2:13][CH:12]2[CH2:14][CH2:15][C:9]1([CH:16]([NH:23][C:27](=[O:28])[C:26]1[CH:30]=[CH:31][CH:32]=[C:33]([CH3:34])[C:25]=1[Cl:24])[C:17]1[CH:18]=[CH:19][CH:20]=[CH:21][CH:22]=1)[CH2:10][CH2:11]2)=[O:7])([CH3:4])([CH3:2])[CH3:3], predict the reactants needed to synthesize it. The reactants are: [C:1]([O:5][C:6]([N:8]1[CH2:13][CH:12]2[CH2:14][CH2:15][C:9]1([CH:16]([NH2:23])[C:17]1[CH:22]=[CH:21][CH:20]=[CH:19][CH:18]=1)[CH2:10][CH2:11]2)=[O:7])([CH3:4])([CH3:3])[CH3:2].[Cl:24][C:25]1[C:33]([C:34](F)(F)F)=[CH:32][CH:31]=[CH:30][C:26]=1[C:27](O)=[O:28].C1(N=C=NC2CCCCC2)CCCCC1.OC1C2N=NNC=2C=CC=1. (4) Given the product [C:1]([O:5][C:6]1[C:11]([CH:12]=[O:13])=[CH:10][N:9]=[CH:8][N:7]=1)([CH3:4])([CH3:2])[CH3:3], predict the reactants needed to synthesize it. The reactants are: [C:1]([O:5][C:6]1[C:11]([C:12](OCC)=[O:13])=[CH:10][N:9]=[CH:8][N:7]=1)([CH3:4])([CH3:3])[CH3:2].[H-].C([Al+]CC(C)C)C(C)C.C(C(C(C([O-])=O)O)O)([O-])=O.[Na+].[K+].O. (5) Given the product [CH3:1][O:2][C:3]1[CH:8]=[C:7]([C:9]2[C:17]3[C:12](=[N:13][CH:14]=[C:15]([C:18]4[CH:19]=[C:20]([NH:24][C:25](=[O:28])[CH:26]=[CH2:27])[CH:21]=[CH:22][CH:23]=4)[CH:16]=3)[NH:11][CH:10]=2)[CH:6]=[CH:5][N:4]=1, predict the reactants needed to synthesize it. The reactants are: [CH3:1][O:2][C:3]1[CH:8]=[C:7]([C:9]2[C:17]3[C:12](=[N:13][CH:14]=[C:15]([C:18]4[CH:19]=[C:20]([NH:24][C:25](=[O:28])[CH:26]=[CH2:27])[CH:21]=[CH:22][CH:23]=4)[CH:16]=3)[N:11](S(C3C=CC(C)=CC=3)(=O)=O)[CH:10]=2)[CH:6]=[CH:5][N:4]=1.[OH-].[Li+]. (6) Given the product [CH2:1]([N:3]1[CH2:8][C:7]([CH3:9])([CH3:10])[O:6][C:5](=[O:11])[CH:4]1[CH2:12][C:13]([NH:56][CH2:55][C:54]1[CH:53]=[CH:52][C:51]([C:50]([F:49])([F:59])[F:60])=[CH:58][CH:57]=1)=[O:15])[CH3:2], predict the reactants needed to synthesize it. The reactants are: [CH2:1]([N:3]1[CH2:8][C:7]([CH3:10])([CH3:9])[O:6][C:5](=[O:11])[CH:4]1[CH2:12][C:13]([OH:15])=O)[CH3:2].C(N(C(C)C)CC)(C)C.CN(C(ON1N=NC2C=CC=NC1=2)=[N+](C)C)C.F[P-](F)(F)(F)(F)F.[F:49][C:50]([F:60])([F:59])[C:51]1[CH:58]=[CH:57][C:54]([CH2:55][NH2:56])=[CH:53][CH:52]=1. (7) Given the product [N:23]1[CH:24]=[CH:25][CH:26]=[CH:27][C:22]=1[O:1][CH2:2][CH2:3][C:4]1[CH:5]=[CH:6][C:7]([O:10][C:11](=[O:20])[N:12]([CH3:19])[C:13]2[CH:14]=[CH:15][CH:16]=[CH:17][CH:18]=2)=[CH:8][CH:9]=1, predict the reactants needed to synthesize it. The reactants are: [OH:1][CH2:2][CH2:3][C:4]1[CH:9]=[CH:8][C:7]([O:10][C:11](=[O:20])[N:12]([CH3:19])[C:13]2[CH:18]=[CH:17][CH:16]=[CH:15][CH:14]=2)=[CH:6][CH:5]=1.O[C:22]1[CH:27]=[CH:26][CH:25]=[CH:24][N:23]=1.O=C1C=CC=CN1CC1C=CC(OC(=O)N(C)C2C=CC=CC=2)=CC=1. (8) Given the product [CH2:1]1[C@@H:13]2[C@H:4]([NH:5][C:6]3[CH:7]=[CH:8][CH:9]=[CH:10][C:11]=3[CH2:12]2)[CH2:3][CH2:2]1, predict the reactants needed to synthesize it. The reactants are: [CH2:1]1[C:13]2[C:4](=[N:5][C:6]3[CH:7]=[CH:8][CH:9]=[CH:10][C:11]=3[CH:12]=2)[CH2:3][CH2:2]1.[H][H].